From a dataset of Forward reaction prediction with 1.9M reactions from USPTO patents (1976-2016). Predict the product of the given reaction. (1) Given the reactants [N:1]1[CH:6]=[CH:5][N:4]=[C:3]2[NH:7][CH:8]=[C:9]([CH:10]=[O:11])[C:2]=12.S(=O)(=O)([OH:14])N.[O-]Cl=O.[Na+].OP([O-])(O)=O.[K+], predict the reaction product. The product is: [N:1]1[CH:6]=[CH:5][N:4]=[C:3]2[NH:7][CH:8]=[C:9]([C:10]([OH:14])=[O:11])[C:2]=12. (2) The product is: [C:7]([O:11][CH2:12][C:13]([N:1]1[CH2:6][CH2:5][O:4][CH2:3][CH2:2]1)=[O:14])([CH3:10])([CH3:9])[CH3:8]. Given the reactants [NH:1]1[CH2:6][CH2:5][O:4][CH2:3][CH2:2]1.[C:7]([O:11][CH2:12][C:13](O)=[O:14])([CH3:10])([CH3:9])[CH3:8].CN(C(ON1N=NC2C=CC=NC1=2)=[N+](C)C)C.F[P-](F)(F)(F)(F)F, predict the reaction product. (3) Given the reactants [Cl:1][C:2]1[C:10]2[C:5](=[CH:6][CH:7]=[CH:8][CH:9]=2)[N:4]([C:11]2[CH:24]=[CH:23][C:14]([CH2:15][NH:16][C:17]([C:19]3([NH2:22])[CH2:21][CH2:20]3)=[O:18])=[CH:13][CH:12]=2)[C:3]=1[C:25]1[N:29]=[C:28]([CH3:30])[O:27][N:26]=1.[C:31]([O:35][C:36]([NH:38][C:39]1[CH:40]=[C:41]([CH:45]=[CH:46][CH:47]=1)[C:42](O)=[O:43])=[O:37])([CH3:34])([CH3:33])[CH3:32], predict the reaction product. The product is: [C:31]([O:35][C:36](=[O:37])[NH:38][C:39]1[CH:47]=[CH:46][CH:45]=[C:41]([C:42](=[O:43])[NH:22][C:19]2([C:17](=[O:18])[NH:16][CH2:15][C:14]3[CH:23]=[CH:24][C:11]([N:4]4[C:5]5[C:10](=[CH:9][CH:8]=[CH:7][CH:6]=5)[C:2]([Cl:1])=[C:3]4[C:25]4[N:29]=[C:28]([CH3:30])[O:27][N:26]=4)=[CH:12][CH:13]=3)[CH2:21][CH2:20]2)[CH:40]=1)([CH3:34])([CH3:32])[CH3:33]. (4) Given the reactants [Cl:1][C:2]1[CH:11]=[C:10]2[C:5]([C:6](=[O:26])[N:7]([S:13]([C:16]3[CH:17]=[C:18]([NH2:25])[C:19](=[CH:23][CH:24]=3)[C:20]([OH:22])=[O:21])(=[O:15])=[O:14])[C:8](=[O:12])[NH:9]2)=[CH:4][CH:3]=1.[OH-].[Na+:28].O, predict the reaction product. The product is: [Na+:28].[Cl:1][C:2]1[CH:11]=[C:10]2[C:5]([C:6](=[O:26])[N:7]([S:13]([C:16]3[CH:17]=[C:18]([NH2:25])[C:19](=[CH:23][CH:24]=3)[C:20]([O-:22])=[O:21])(=[O:15])=[O:14])[C:8](=[O:12])[NH:9]2)=[CH:4][CH:3]=1. (5) Given the reactants Cl[CH2:2][C:3]1[O:7][C:6]([C:8]2[CH:13]=[CH:12][C:11]([C:14]3[C:19]([CH3:20])=[CH:18][CH:17]=[C:16]([C:21]([NH:23][CH:24]4[CH2:26][CH2:25]4)=[O:22])[CH:15]=3)=[CH:10][CH:9]=2)=[N:5][N:4]=1.[I-].[K+], predict the reaction product. The product is: [CH:24]1([NH:23][C:21]([C:16]2[CH:15]=[C:14]([C:11]3[CH:12]=[CH:13][C:8]([C:6]4[O:7][C:3]([CH2:2][N:23]([CH2:24][CH3:25])[CH2:21][CH3:16])=[N:4][N:5]=4)=[CH:9][CH:10]=3)[C:19]([CH3:20])=[CH:18][CH:17]=2)=[O:22])[CH2:26][CH2:25]1.